This data is from Reaction yield outcomes from USPTO patents with 853,638 reactions. The task is: Predict the reaction yield, written as a fraction of the theoretical maximum amount of product (1.0 means a 100% yield; for example, 0.34 means a 34% yield). (1) The reactants are C[O:2][C:3]([C:5]1[S:6][C:7]([N:20]2[CH:24]=[N:23][C:22]([NH:25][C:26]3[CH:31]=[CH:30][CH:29]=[CH:28][CH:27]=3)=[N:21]2)=[CH:8][C:9]=1[O:10][CH:11]([C:13]1[CH:18]=[CH:17][CH:16]=[CH:15][C:14]=1[Cl:19])[CH3:12])=O.C(OCC)C.[NH3:37]. The catalyst is CO. The product is [Cl:19][C:14]1[CH:15]=[CH:16][CH:17]=[CH:18][C:13]=1[CH:11]([O:10][C:9]1[CH:8]=[C:7]([N:20]2[CH:24]=[N:23][C:22]([NH:25][C:26]3[CH:31]=[CH:30][CH:29]=[CH:28][CH:27]=3)=[N:21]2)[S:6][C:5]=1[C:3]([NH2:37])=[O:2])[CH3:12]. The yield is 0.270. (2) The reactants are B(Br)(Br)Br.[F:5][C:6]1[CH:7]=[CH:8][C:9]([O:25]C)=[C:10]([N:12]2[C:24]3[CH:23]=[CH:22][CH:21]=[CH:20][C:19]=3[C:18]3[C:13]2=[CH:14][CH:15]=[CH:16][CH:17]=3)[CH:11]=1.C(=O)(O)[O-].[Na+].[OH-].[Na+]. The catalyst is ClCCl. The product is [CH:23]1[C:24]2[N:12]([C:10]3[CH:11]=[C:6]([F:5])[CH:7]=[CH:8][C:9]=3[OH:25])[C:13]3[C:18](=[CH:17][CH:16]=[CH:15][CH:14]=3)[C:19]=2[CH:20]=[CH:21][CH:22]=1. The yield is 0.780. (3) The reactants are [CH2:1]([O:3][C:4]([C:6]1([C:9]2[CH:14]=[CH:13][C:12]([C:15]3[CH:20]=[CH:19][C:18]([C:21]4[S:22][C:23]([Cl:29])=[CH:24][C:25]=4C(=O)N)=[CH:17][C:16]=3[O:30][CH3:31])=[CH:11][CH:10]=2)[CH2:8][CH2:7]1)=[O:5])[CH3:2].[N:32]1[CH:37]=CC=CC=1.FC(F)(F)C(OI(C1C=CC=CC=1)OC(=O)C(F)(F)F)=[O:41].[F:59][C:60]1[CH:65]=[CH:64][C:63]([C@H:66]([OH:68])[CH3:67])=[CH:62][CH:61]=1. The catalyst is C1(C)C=CC=CC=1.O.C(OCC)(=O)C. The product is [CH2:1]([O:3][C:4]([C:6]1([C:9]2[CH:10]=[CH:11][C:12]([C:15]3[CH:20]=[CH:19][C:18]([C:21]4[S:22][C:23]([Cl:29])=[CH:24][C:25]=4[NH:32][C:37]([O:68][C@@H:66]([C:63]4[CH:64]=[CH:65][C:60]([F:59])=[CH:61][CH:62]=4)[CH3:67])=[O:41])=[CH:17][C:16]=3[O:30][CH3:31])=[CH:13][CH:14]=2)[CH2:8][CH2:7]1)=[O:5])[CH3:2]. The yield is 0.380. (4) The product is [Cl:1][C:2]1[CH:22]=[CH:21][C:5]([C:6]([C:8]2[CH:20]=[CH:19][C:11]([O:12][C:13]([CH3:18])([CH3:17])[C:14]([NH:34][CH2:35][CH2:36][NH:37][C:38](=[O:44])[O:39][C:40]([CH3:41])([CH3:43])[CH3:42])=[O:15])=[CH:10][CH:9]=2)=[O:7])=[CH:4][CH:3]=1. The catalyst is C(Cl)Cl.C(N(CC)CC)C. The reactants are [Cl:1][C:2]1[CH:22]=[CH:21][C:5]([C:6]([C:8]2[CH:20]=[CH:19][C:11]([O:12][C:13]([CH3:18])([CH3:17])[C:14](O)=[O:15])=[CH:10][CH:9]=2)=[O:7])=[CH:4][CH:3]=1.C(Cl)(=O)C(Cl)=O.CN(C=O)C.[NH2:34][CH2:35][CH2:36][NH:37][C:38](=[O:44])[O:39][C:40]([CH3:43])([CH3:42])[CH3:41]. The yield is 0.400. (5) The reactants are [NH2:1][C:2]([C:4]1[CH:5]=[N:6][C:7]2[C:12]([C:13]=1[NH:14][C:15]1[CH:20]=[CH:19][CH:18]=[C:17]([CH2:21][OH:22])[C:16]=1[CH2:23][CH3:24])=[CH:11][C:10]([O:25][CH3:26])=[C:9]([O:27][CH:28]1[CH2:33][CH2:32][N:31](C(OC(C)(C)C)=O)[CH2:30][CH2:29]1)[CH:8]=2)=[O:3].FC(F)(F)C(O)=O. The yield is 0.260. The catalyst is ClCCl. The product is [CH2:23]([C:16]1[C:17]([CH2:21][OH:22])=[CH:18][CH:19]=[CH:20][C:15]=1[NH:14][C:13]1[C:12]2[C:7](=[CH:8][C:9]([O:27][CH:28]3[CH2:33][CH2:32][NH:31][CH2:30][CH2:29]3)=[C:10]([O:25][CH3:26])[CH:11]=2)[N:6]=[CH:5][C:4]=1[C:2]([NH2:1])=[O:3])[CH3:24]. (6) The reactants are [Cl-].O[NH3+:3].[C:4](=[O:7])([O-])[OH:5].[Na+].CS(C)=O.[CH3:13][C:14]([CH3:51])([CH3:50])[CH2:15][O:16][C:17]1[CH:22]=[CH:21][C:20]([C:23]2[C:28](=[O:29])[N:27]([CH2:30][C:31]3[CH:36]=[CH:35][C:34]([C:37]4[C:38]([C:43]#[N:44])=[CH:39][CH:40]=[CH:41][CH:42]=4)=[CH:33][CH:32]=3)[C:26]([CH2:45][CH2:46][CH3:47])=[N:25][C:24]=2[CH2:48][CH3:49])=[CH:19][CH:18]=1. The catalyst is C(OCC)(=O)C. The product is [CH3:51][C:14]([CH3:50])([CH3:13])[CH2:15][O:16][C:17]1[CH:18]=[CH:19][C:20]([C:23]2[C:28](=[O:29])[N:27]([CH2:30][C:31]3[CH:36]=[CH:35][C:34]([C:37]4[CH:42]=[CH:41][CH:40]=[CH:39][C:38]=4[C:43]4[NH:3][C:4](=[O:7])[O:5][N:44]=4)=[CH:33][CH:32]=3)[C:26]([CH2:45][CH2:46][CH3:47])=[N:25][C:24]=2[CH2:48][CH3:49])=[CH:21][CH:22]=1. The yield is 0.650. (7) The reactants are [Br:1][C:2]1[CH:3]=[CH:4][C:5]2[C:11]3[S:12][C:13]([C:15]([N:17]([C:19]4[CH:24]=[C:23]([C:25](=[O:30])[NH:26][CH2:27][CH2:28][OH:29])[CH:22]=[CH:21][C:20]=4[Cl:31])[CH3:18])=[O:16])=[CH:14][C:10]=3[CH2:9][CH2:8][O:7][C:6]=2[CH:32]=1.[C:33](OC(=O)C)(=[O:35])[CH3:34]. The catalyst is N1C=CC=CC=1. The product is [C:33]([O:29][CH2:28][CH2:27][NH:26][C:25](=[O:30])[C:23]1[CH:22]=[CH:21][C:20]([Cl:31])=[C:19]([N:17]([CH3:18])[C:15]([C:13]2[S:12][C:11]3[C:5]4[CH:4]=[CH:3][C:2]([Br:1])=[CH:32][C:6]=4[O:7][CH2:8][CH2:9][C:10]=3[CH:14]=2)=[O:16])[CH:24]=1)(=[O:35])[CH3:34]. The yield is 0.830. (8) The reactants are [C:1]([C:5]1[CH:9]=[C:8]([NH:10][C:11]([NH:13][C@@H:14]2[C:23]3[C:18](=[CH:19][CH:20]=[CH:21][CH:22]=3)[C@H:17]([O:24][C:25]3[CH:26]=[CH:27][C:28]4[N:29]([C:31]([N:34]5[CH2:39][CH2:38][CH2:37][CH2:36][C@@H:35]5[CH3:40])=[N:32][N:33]=4)[CH:30]=3)[CH2:16][CH2:15]2)=[O:12])[N:7]([C:41]2[CH:42]=[N:43][N:44]([CH2:46][CH2:47]OS(C)(=O)=O)[CH:45]=2)[N:6]=1)([CH3:4])([CH3:3])[CH3:2].[NH:53]1[CH2:58][CH2:57][O:56][CH2:55][CH2:54]1. The catalyst is C1COCC1. The product is [C:1]([C:5]1[CH:9]=[C:8]([NH:10][C:11]([NH:13][C@@H:14]2[C:23]3[C:18](=[CH:19][CH:20]=[CH:21][CH:22]=3)[C@H:17]([O:24][C:25]3[CH:26]=[CH:27][C:28]4[N:29]([C:31]([N:34]5[CH2:39][CH2:38][CH2:37][CH2:36][C@@H:35]5[CH3:40])=[N:32][N:33]=4)[CH:30]=3)[CH2:16][CH2:15]2)=[O:12])[N:7]([C:41]2[CH:42]=[N:43][N:44]([CH2:46][CH2:47][N:53]3[CH2:58][CH2:57][O:56][CH2:55][CH2:54]3)[CH:45]=2)[N:6]=1)([CH3:2])([CH3:3])[CH3:4]. The yield is 0.350.